Task: Predict the reactants needed to synthesize the given product.. Dataset: Full USPTO retrosynthesis dataset with 1.9M reactions from patents (1976-2016) (1) The reactants are: Cl.[F:2][C:3]1[CH:8]=[CH:7][C:6]([N:9]2[C:13]3[CH:14]=[C:15]4[C@:20]([C:22]([C:24]5[N:25]=[CH:26][S:27][CH:28]=5)=[O:23])([CH2:21][C:12]=3[CH:11]=[N:10]2)[CH2:19][N:18](C(OC(C)(C)C)=O)[CH2:17][CH2:16]4)=[CH:5][CH:4]=1.CCN(C(C)C)C(C)C.[Cl:45][C:46]1[CH:47]=[C:48]([S:53](Cl)(=[O:55])=[O:54])[CH:49]=[CH:50][C:51]=1[Cl:52]. Given the product [Cl:45][C:46]1[CH:47]=[C:48]([S:53]([N:18]2[CH2:17][CH2:16][C:15]3[C@:20]([C:22]([C:24]4[N:25]=[CH:26][S:27][CH:28]=4)=[O:23])([CH2:21][C:12]4[CH:11]=[N:10][N:9]([C:6]5[CH:5]=[CH:4][C:3]([F:2])=[CH:8][CH:7]=5)[C:13]=4[CH:14]=3)[CH2:19]2)(=[O:54])=[O:55])[CH:49]=[CH:50][C:51]=1[Cl:52], predict the reactants needed to synthesize it. (2) Given the product [Cl:1][C:2]1[CH:20]=[CH:19][CH:18]=[CH:17][C:3]=1[CH2:4][O:5][C:6]1[CH:15]=[CH:14][C:13]([F:16])=[CH:12][C:7]=1[C:8]([OH:10])=[O:9], predict the reactants needed to synthesize it. The reactants are: [Cl:1][C:2]1[CH:20]=[CH:19][CH:18]=[CH:17][C:3]=1[CH2:4][O:5][C:6]1[CH:15]=[CH:14][C:13]([F:16])=[CH:12][C:7]=1[C:8]([O:10]C)=[O:9].[OH-].[Na+]. (3) Given the product [C:12]([O:11][C:9]([NH:18][C:19]1([C:24]([OH:26])=[O:25])[CH2:23][CH2:22][CH2:21][CH2:20]1)=[O:10])([CH3:13])([CH3:14])[CH3:15], predict the reactants needed to synthesize it. The reactants are: [C:9](O[C:9]([O:11][C:12]([CH3:15])([CH3:14])[CH3:13])=[O:10])([O:11][C:12]([CH3:15])([CH3:14])[CH3:13])=[O:10].[OH-].[Na+].[NH2:18][C:19]1([C:24]([OH:26])=[O:25])[CH2:23][CH2:22][CH2:21][CH2:20]1.Cl. (4) Given the product [OH:19][C:16]1[CH:17]=[CH:18][C:13]([CH2:12][CH2:11][NH:10][C:3](=[O:5])[CH:2]([OH:1])[CH2:6][CH2:7][CH2:8][CH3:9])=[CH:14][CH:15]=1, predict the reactants needed to synthesize it. The reactants are: [OH:1][CH:2]([CH2:6][CH2:7][CH2:8][CH3:9])[C:3]([OH:5])=O.[NH2:10][CH2:11][CH2:12][C:13]1[CH:18]=[CH:17][C:16]([OH:19])=[CH:15][CH:14]=1.ON1C2C=CC=CC=2N=N1.